From a dataset of Forward reaction prediction with 1.9M reactions from USPTO patents (1976-2016). Predict the product of the given reaction. (1) Given the reactants [C:1]([C:4]1[CH:5]=[N:6][C:7]2[C:12]([C:13]=1[NH:14][C@H:15]1[CH2:20][CH2:19][C@H:18]([NH:21]C(=O)OC(C)(C)C)[CH2:17][CH2:16]1)=[CH:11][C:10]([C:29]1[CH:34]=[C:33]([O:35][CH3:36])[C:32]([OH:37])=[C:31]([Cl:38])[CH:30]=1)=[CH:9][CH:8]=2)(=[O:3])[CH3:2].C(O)(C(F)(F)F)=O, predict the reaction product. The product is: [NH2:21][C@H:18]1[CH2:19][CH2:20][C@H:15]([NH:14][C:13]2[C:12]3[C:7](=[CH:8][CH:9]=[C:10]([C:29]4[CH:34]=[C:33]([O:35][CH3:36])[C:32]([OH:37])=[C:31]([Cl:38])[CH:30]=4)[CH:11]=3)[N:6]=[CH:5][C:4]=2[C:1](=[O:3])[CH3:2])[CH2:16][CH2:17]1. (2) Given the reactants [CH3:1][C:2]([C:5]1[CH:10]=[CH:9][C:8]([CH2:11][N:12]2[C:17](=[O:18])[C:16]([C:19]([NH:21][CH2:22][C:23]([O:25]CC)=[O:24])=[O:20])=[C:15]([OH:28])[N:14]=[C:13]2[C:29]2[CH:34]=[CH:33][CH:32]=[CH:31][CH:30]=2)=[CH:7][CH:6]=1)([CH3:4])[CH3:3].N(CC(OCC)=O)=C=O.C(N(CC)C(C)C)(C)C.Cl, predict the reaction product. The product is: [CH3:4][C:2]([C:5]1[CH:6]=[CH:7][C:8]([CH2:11][N:12]2[C:17](=[O:18])[C:16]([C:19]([NH:21][CH2:22][C:23]([OH:25])=[O:24])=[O:20])=[C:15]([OH:28])[N:14]=[C:13]2[C:29]2[CH:30]=[CH:31][CH:32]=[CH:33][CH:34]=2)=[CH:9][CH:10]=1)([CH3:1])[CH3:3]. (3) Given the reactants [F:1][C:2]([F:14])([F:13])[C:3]1[CH:4]=[CH:5][C:6]2[S:10][C:9](=[O:11])[NH:8][C:7]=2[CH:12]=1.Cl.Cl[CH2:17][C:18]1[CH:19]=[C:20]([C:24]2[N:29]=[CH:28][C:27]([O:30][CH2:31][CH2:32][N:33]3[CH2:38][CH2:37][O:36][CH2:35][CH2:34]3)=[CH:26][N:25]=2)[CH:21]=[CH:22][CH:23]=1.C(=O)([O-])[O-].[K+].[K+].O, predict the reaction product. The product is: [N:33]1([CH2:32][CH2:31][O:30][C:27]2[CH:28]=[N:29][C:24]([C:20]3[CH:19]=[C:18]([CH:23]=[CH:22][CH:21]=3)[CH2:17][N:8]3[C:7]4[CH:12]=[C:3]([C:2]([F:1])([F:13])[F:14])[CH:4]=[CH:5][C:6]=4[S:10][C:9]3=[O:11])=[N:25][CH:26]=2)[CH2:34][CH2:35][O:36][CH2:37][CH2:38]1. (4) Given the reactants [Br:1][C:2]1[C:3](F)=[C:4]2[C:10]([NH:11][C:12](=[O:19])[C:13]3[CH:18]=[CH:17][CH:16]=[N:15][CH:14]=3)=[CH:9][NH:8][C:5]2=[N:6][CH:7]=1.[NH:21]1[CH2:26][CH2:25][CH2:24][CH:23]([NH:27][C:28](=[O:34])[O:29][C:30]([CH3:33])([CH3:32])[CH3:31])[CH2:22]1, predict the reaction product. The product is: [Br:1][C:2]1[C:3]([N:21]2[CH2:26][CH2:25][CH2:24][C@H:23]([NH:27][C:28](=[O:34])[O:29][C:30]([CH3:32])([CH3:31])[CH3:33])[CH2:22]2)=[C:4]2[C:10]([NH:11][C:12](=[O:19])[C:13]3[CH:18]=[CH:17][CH:16]=[N:15][CH:14]=3)=[CH:9][NH:8][C:5]2=[N:6][CH:7]=1. (5) Given the reactants [C:1]([O:5][C:6]([NH:8][C@H:9]([C:17]([O:19][CH:20]1[CH2:24][CH2:23][CH2:22][CH2:21]1)=[O:18])[CH2:10][CH:11]1[CH2:16][CH2:15][NH:14][CH2:13][CH2:12]1)=[O:7])([CH3:4])([CH3:3])[CH3:2].O=[CH:26][CH2:27][NH:28][C:29](=[O:38])[O:30][CH2:31][C:32]1[CH:37]=[CH:36][CH:35]=[CH:34][CH:33]=1, predict the reaction product. The product is: [CH2:31]([O:30][C:29]([NH:28][CH2:27][CH2:26][N:14]1[CH2:15][CH2:16][CH:11]([CH2:10][C@@H:9]([C:17]([O:19][CH:20]2[CH2:21][CH2:22][CH2:23][CH2:24]2)=[O:18])[NH:8][C:6]([O:5][C:1]([CH3:4])([CH3:2])[CH3:3])=[O:7])[CH2:12][CH2:13]1)=[O:38])[C:32]1[CH:37]=[CH:36][CH:35]=[CH:34][CH:33]=1. (6) Given the reactants [I:1][C:2]1[C:10]2[C:5](=[N:6][CH:7]=[N:8][C:9]=2[NH2:11])[NH:4][N:3]=1.[N:12]1[CH:17]=[CH:16][CH:15]=[C:14]([CH2:18][CH2:19][CH2:20]O)[CH:13]=1.C1(P(C2C=CC=CC=2)C2C=CC=CC=2)C=CC=CC=1.N(C(OC(C)C)=O)=NC(OC(C)C)=O, predict the reaction product. The product is: [I:1][C:2]1[C:10]2[C:5](=[N:6][CH:7]=[N:8][C:9]=2[NH2:11])[N:4]([CH2:20][CH2:19][CH2:18][C:14]2[CH:13]=[N:12][CH:17]=[CH:16][CH:15]=2)[N:3]=1.